Dataset: NCI-60 drug combinations with 297,098 pairs across 59 cell lines. Task: Regression. Given two drug SMILES strings and cell line genomic features, predict the synergy score measuring deviation from expected non-interaction effect. (1) Drug 1: C1=CC(=CC=C1C#N)C(C2=CC=C(C=C2)C#N)N3C=NC=N3. Drug 2: CC(C)NC(=O)C1=CC=C(C=C1)CNNC.Cl. Cell line: HOP-62. Synergy scores: CSS=-5.10, Synergy_ZIP=5.29, Synergy_Bliss=5.35, Synergy_Loewe=-4.24, Synergy_HSA=-5.67. (2) Drug 1: CC1OCC2C(O1)C(C(C(O2)OC3C4COC(=O)C4C(C5=CC6=C(C=C35)OCO6)C7=CC(=C(C(=C7)OC)O)OC)O)O. Drug 2: C1CC(C1)(C(=O)O)C(=O)O.[NH2-].[NH2-].[Pt+2]. Cell line: NCI-H460. Synergy scores: CSS=62.4, Synergy_ZIP=-2.78, Synergy_Bliss=-3.43, Synergy_Loewe=0.756, Synergy_HSA=3.03. (3) Drug 1: CC1=C(C=C(C=C1)C(=O)NC2=CC(=CC(=C2)C(F)(F)F)N3C=C(N=C3)C)NC4=NC=CC(=N4)C5=CN=CC=C5. Drug 2: C#CCC(CC1=CN=C2C(=N1)C(=NC(=N2)N)N)C3=CC=C(C=C3)C(=O)NC(CCC(=O)O)C(=O)O. Cell line: NCIH23. Synergy scores: CSS=43.7, Synergy_ZIP=0.827, Synergy_Bliss=-2.27, Synergy_Loewe=-30.0, Synergy_HSA=-4.39. (4) Drug 1: C1=CC(=C2C(=C1NCCNCCO)C(=O)C3=C(C=CC(=C3C2=O)O)O)NCCNCCO. Drug 2: COC1=NC(=NC2=C1N=CN2C3C(C(C(O3)CO)O)O)N. Cell line: PC-3. Synergy scores: CSS=37.1, Synergy_ZIP=2.68, Synergy_Bliss=5.11, Synergy_Loewe=-42.1, Synergy_HSA=5.84. (5) Drug 1: CC1=C(C(CCC1)(C)C)C=CC(=CC=CC(=CC(=O)O)C)C. Drug 2: COCCOC1=C(C=C2C(=C1)C(=NC=N2)NC3=CC=CC(=C3)C#C)OCCOC.Cl. Cell line: K-562. Synergy scores: CSS=7.29, Synergy_ZIP=-4.75, Synergy_Bliss=-2.25, Synergy_Loewe=-2.15, Synergy_HSA=-1.40.